Dataset: Full USPTO retrosynthesis dataset with 1.9M reactions from patents (1976-2016). Task: Predict the reactants needed to synthesize the given product. (1) Given the product [Br:25][C:26]1[CH:31]=[CH:30][C:29]([C:19]2[CH:24]=[CH:23][N:22]=[CH:21][CH:20]=2)=[CH:28][CH:27]=1, predict the reactants needed to synthesize it. The reactants are: C1(C2C=CC=CC=2)C=CC(C2C=COC=2)=CC=1.Br[C:19]1[CH:24]=[CH:23][N:22]=[CH:21][CH:20]=1.[Br:25][C:26]1[CH:31]=[CH:30][C:29](B(O)O)=[CH:28][CH:27]=1. (2) Given the product [Cl:21][C:22]1[CH:23]=[C:24]([C:2]2[CH:12]=[C:11]([O:13][C:14]3[CH:19]=[CH:18][CH:17]=[CH:16][C:15]=3[Cl:20])[C:5]([C:6]([O:8][CH2:9][CH3:10])=[O:7])=[CH:4][N:3]=2)[CH:25]=[CH:26][C:27]=1[F:28], predict the reactants needed to synthesize it. The reactants are: Cl[C:2]1[CH:12]=[C:11]([O:13][C:14]2[CH:19]=[CH:18][CH:17]=[CH:16][C:15]=2[Cl:20])[C:5]([C:6]([O:8][CH2:9][CH3:10])=[O:7])=[CH:4][N:3]=1.[Cl:21][C:22]1[CH:23]=[C:24](B(O)O)[CH:25]=[CH:26][C:27]=1[F:28].